Task: Predict the product of the given reaction.. Dataset: Forward reaction prediction with 1.9M reactions from USPTO patents (1976-2016) (1) Given the reactants Cl.Cl.[NH:3]1[CH2:8][CH2:7][CH:6]([CH2:9][N:10]2[C:20](=[O:21])[C:19]3[N:22]4[C:12](=[CH:13][N:14]=[C:15]4[CH:16]=[CH:17][CH:18]=3)[C:11]2=[O:23])[CH2:5][CH2:4]1.C(N(CC)CC)C.C1C=CC(N([S:38]([C:41]([F:44])([F:43])[F:42])(=[O:40])=[O:39])[S:38]([C:41]([F:44])([F:43])[F:42])(=[O:40])=[O:39])=CC=1, predict the reaction product. The product is: [F:42][C:41]([F:44])([F:43])[S:38]([N:3]1[CH2:8][CH2:7][CH:6]([CH2:9][N:10]2[C:20](=[O:21])[C:19]3[N:22]4[C:12](=[CH:13][N:14]=[C:15]4[CH:16]=[CH:17][CH:18]=3)[C:11]2=[O:23])[CH2:5][CH2:4]1)(=[O:40])=[O:39]. (2) Given the reactants C([O:5][C:6](=[O:36])[C@@H:7]([NH:25][C:26]([O:28][CH2:29][C:30]1[CH:35]=[CH:34][CH:33]=[CH:32][CH:31]=1)=[O:27])[CH2:8][NH:9][C:10]([C:12]1[S:13][C:14]([CH2:17][CH2:18][C:19]([NH:21][C:22]([NH2:24])=[NH:23])=[O:20])=[CH:15][CH:16]=1)=[O:11])(C)(C)C.FC(F)(F)C(O)=O, predict the reaction product. The product is: [CH2:29]([O:28][C:26]([NH:25][C@@H:7]([CH2:8][NH:9][C:10]([C:12]1[S:13][C:14]([CH2:17][CH2:18][C:19]([NH:21][C:22]([NH2:24])=[NH:23])=[O:20])=[CH:15][CH:16]=1)=[O:11])[C:6]([OH:36])=[O:5])=[O:27])[C:30]1[CH:31]=[CH:32][CH:33]=[CH:34][CH:35]=1. (3) Given the reactants [CH3:1][CH:2]([NH2:4])[CH3:3].Cl[CH2:6][C:7]([O:9][CH2:10][CH3:11])=[O:8], predict the reaction product. The product is: [CH:2]([NH:4][CH2:6][C:7]([O:9][CH2:10][CH3:11])=[O:8])([CH3:3])[CH3:1]. (4) The product is: [NH2:1][C:2]1[N:7]=[C:6]([N:8]2[CH:17]([CH3:18])[CH2:16][C:15]3[C:10](=[CH:11][C:12]([C:19]4[CH:20]=[C:21]([C:25]([OH:27])=[O:26])[N:22]([CH3:24])[CH:23]=4)=[CH:13][CH:14]=3)[CH2:9]2)[CH:5]=[C:4]([N:35]2[CH2:36][CH2:37][N:38]([CH3:41])[CH2:39][CH2:40]2)[N:3]=1. Given the reactants [NH2:1][C:2]1[N:7]=[C:6]([N:8]2[CH:17]([CH3:18])[CH2:16][C:15]3[C:10](=[CH:11][C:12]([C:19]4[CH:20]=[C:21]([C:25]([O:27]CC5C=CC=CC=5)=[O:26])[N:22]([CH3:24])[CH:23]=4)=[CH:13][CH:14]=3)[CH2:9]2)[CH:5]=[C:4]([N:35]2[CH2:40][CH2:39][N:38]([CH3:41])[CH2:37][CH2:36]2)[N:3]=1, predict the reaction product. (5) Given the reactants [CH2:1]([O:8][CH2:9][C:10]1([C:22]([OH:24])=[O:23])[CH2:15][CH2:14][N:13]([C:16]2[CH:21]=[CH:20][N:19]=[CH:18][CH:17]=2)[CH2:12][CH2:11]1)[C:2]1[CH:7]=[CH:6][CH:5]=[CH:4][CH:3]=1.O[C:26]1[CH:35]=[C:34]2[C:29]([CH2:30][CH2:31][N:32]([C:36]([O:38][C:39]([CH3:42])([CH3:41])[CH3:40])=[O:37])[CH2:33]2)=[CH:28][CH:27]=1.C1CCC(N=C=NC2CCCCC2)CC1, predict the reaction product. The product is: [CH2:1]([O:8][CH2:9][C:10]1([C:22]([O:24][C:26]2[CH:35]=[C:34]3[C:29]([CH2:30][CH2:31][N:32]([C:36]([O:38][C:39]([CH3:42])([CH3:41])[CH3:40])=[O:37])[CH2:33]3)=[CH:28][CH:27]=2)=[O:23])[CH2:15][CH2:14][N:13]([C:16]2[CH:21]=[CH:20][N:19]=[CH:18][CH:17]=2)[CH2:12][CH2:11]1)[C:2]1[CH:7]=[CH:6][CH:5]=[CH:4][CH:3]=1. (6) Given the reactants C([O:5][C:6](=[O:37])[CH2:7][N:8]([C:20]1[CH:21]=[C:22]2[C:26](=[CH:27][CH:28]=1)[N:25]([C:29]1[CH:34]=[CH:33][CH:32]=[CH:31][C:30]=1[C:35]#[N:36])[CH:24]=[CH:23]2)[S:9]([C:12]1[CH:17]=[C:16]([Cl:18])[CH:15]=[C:14]([Cl:19])[CH:13]=1)(=[O:11])=[O:10])(C)(C)C.FC(F)(F)C(O)=O, predict the reaction product. The product is: [C:35]([C:30]1[CH:31]=[CH:32][CH:33]=[CH:34][C:29]=1[N:25]1[C:26]2[C:22](=[CH:21][C:20]([N:8]([CH2:7][C:6]([OH:37])=[O:5])[S:9]([C:12]3[CH:17]=[C:16]([Cl:18])[CH:15]=[C:14]([Cl:19])[CH:13]=3)(=[O:11])=[O:10])=[CH:28][CH:27]=2)[CH:23]=[CH:24]1)#[N:36].